Dataset: Catalyst prediction with 721,799 reactions and 888 catalyst types from USPTO. Task: Predict which catalyst facilitates the given reaction. Reactant: [CH:1]([C:5]1[CH:15]=[CH:14][CH:13]=[CH:12][C:6]=1[O:7][CH2:8][C:9]([OH:11])=O)([CH2:3][CH3:4])[CH3:2].[CH:16]([NH:19][NH:20][C:21](=[O:28])[C:22]1[CH:27]=[CH:26][CH:25]=[CH:24][CH:23]=1)([CH3:18])[CH3:17].C(N(CC)CC)C.C1C=CC2N(O)N=NC=2C=1.CCN=C=NCCCN(C)C. Product: [CH:1]([C:5]1[CH:15]=[CH:14][CH:13]=[CH:12][C:6]=1[O:7][CH2:8][C:9]([N:19]([CH:16]([CH3:18])[CH3:17])[NH:20][C:21](=[O:28])[C:22]1[CH:27]=[CH:26][CH:25]=[CH:24][CH:23]=1)=[O:11])([CH2:3][CH3:4])[CH3:2]. The catalyst class is: 3.